This data is from Catalyst prediction with 721,799 reactions and 888 catalyst types from USPTO. The task is: Predict which catalyst facilitates the given reaction. (1) Reactant: [C:1]([O:5][C:6]([N:8]1[CH2:13][CH2:12][CH:11]([C:14]2[C:23]3[C:18](=[CH:19][C:20]([N:25]4[CH2:30][CH2:29][O:28][CH2:27][CH2:26]4)=[C:21](F)[CH:22]=3)[N:17]=[CH:16][N:15]=2)[CH2:10][CH2:9]1)=[O:7])([CH3:4])([CH3:3])[CH3:2].CS(C)=O.[O:35]([CH3:37])[K].CO.[Al]. Product: [C:1]([O:5][C:6]([N:8]1[CH2:13][CH2:12][CH:11]([C:14]2[C:23]3[C:18](=[CH:19][C:20]([N:25]4[CH2:30][CH2:29][O:28][CH2:27][CH2:26]4)=[C:21]([O:35][CH3:37])[CH:22]=3)[N:17]=[CH:16][N:15]=2)[CH2:10][CH2:9]1)=[O:7])([CH3:4])([CH3:3])[CH3:2]. The catalyst class is: 11. (2) Reactant: [CH3:1][O:2][C:3](=[O:15])[C:4]([N+:13]#[C-:14])=[C:5](Br)[C:6]1[CH:11]=[CH:10][CH:9]=[CH:8][CH:7]=1.[CH2:16]1[C:24]2[C:19](=[CH:20][CH:21]=[CH:22][CH:23]=2)[CH2:18][CH:17]1[NH2:25].C(N(CC)CC)C.Cl. Product: [CH3:1][O:2][C:3]([C:4]1[N:13]=[CH:14][N:25]([CH:17]2[CH2:18][C:19]3[C:24](=[CH:23][CH:22]=[CH:21][CH:20]=3)[CH2:16]2)[C:5]=1[C:6]1[CH:11]=[CH:10][CH:9]=[CH:8][CH:7]=1)=[O:15]. The catalyst class is: 136. (3) Reactant: [NH4+:1].[Cl-].C[Al](C)C.[Br:7][C:8]1[CH:13]=[CH:12][C:11]([C:14]2([CH2:19][C:20]#[N:21])[CH2:18][CH2:17][CH2:16][CH2:15]2)=[CH:10][CH:9]=1. Product: [Br:7][C:8]1[CH:9]=[CH:10][C:11]([C:14]2([CH2:19][C:20]([NH2:1])=[NH:21])[CH2:18][CH2:17][CH2:16][CH2:15]2)=[CH:12][CH:13]=1. The catalyst class is: 648. (4) Reactant: C(OC([NH:8][CH2:9][C:10]([O:12][C:13]1([CH2:16][CH2:17][O:18][C:19]2[CH:28]=[C:27]3[C:22]([C:23]([O:29][C:30]4[CH:35]=[CH:34][C:33]([NH:36][C:37]([C:39]5([C:42](=[O:50])[NH:43][C:44]6[CH:49]=[CH:48][CH:47]=[CH:46][CH:45]=6)[CH2:41][CH2:40]5)=[O:38])=[CH:32][C:31]=4[F:51])=[CH:24][CH:25]=[N:26]3)=[CH:21][CH:20]=2)[CH2:15][CH2:14]1)=[O:11])=O)(C)(C)C.[ClH:52]. Product: [ClH:52].[NH2:8][CH2:9][C:10]([O:12][C:13]1([CH2:16][CH2:17][O:18][C:19]2[CH:28]=[C:27]3[C:22]([C:23]([O:29][C:30]4[CH:35]=[CH:34][C:33]([NH:36][C:37]([C:39]5([C:42](=[O:50])[NH:43][C:44]6[CH:45]=[CH:46][CH:47]=[CH:48][CH:49]=6)[CH2:40][CH2:41]5)=[O:38])=[CH:32][C:31]=4[F:51])=[CH:24][CH:25]=[N:26]3)=[CH:21][CH:20]=2)[CH2:14][CH2:15]1)=[O:11]. The catalyst class is: 25. (5) The catalyst class is: 34. Product: [F:8][C:9]1[CH:10]=[CH:11][C:12]2[N:13]([C:15]([C:18]3[N:23]=[C:22]([NH:24][C@@H:25]4[CH2:30][CH2:29][CH2:28][NH:27][CH2:26]4)[CH:21]=[C:20]([N:38]4[CH:42]=[N:41][CH:40]=[N:39]4)[N:19]=3)=[CH:16][N:17]=2)[CH:14]=1. Reactant: FC(F)(F)C(O)=O.[F:8][C:9]1[CH:10]=[CH:11][C:12]2[N:13]([C:15]([C:18]3[N:23]=[C:22]([NH:24][C@@H:25]4[CH2:30][CH2:29][CH2:28][N:27](C(OC(C)(C)C)=O)[CH2:26]4)[CH:21]=[C:20]([N:38]4[CH:42]=[N:41][CH:40]=[N:39]4)[N:19]=3)=[CH:16][N:17]=2)[CH:14]=1. (6) Reactant: C([O-])(C)(C)C.[K+].[OH:7][CH:8]1[CH2:21][C:10]2([CH2:13][N:12]([C:14]([O:16][C:17]([CH3:20])([CH3:19])[CH3:18])=[O:15])[CH2:11]2)[CH2:9]1.Br.Br[CH2:24][CH2:25][N:26]1[CH2:31][CH2:30][O:29][CH2:28][CH2:27]1.C([O-])(O)=O.[Na+]. Product: [O:29]1[CH2:30][CH2:31][N:26]([CH2:25][CH2:24][O:7][CH:8]2[CH2:9][C:10]3([CH2:13][N:12]([C:14]([O:16][C:17]([CH3:18])([CH3:20])[CH3:19])=[O:15])[CH2:11]3)[CH2:21]2)[CH2:27][CH2:28]1. The catalyst class is: 3. (7) Reactant: Cl[C:2]1[C:3]2[CH:10]=[CH:9][NH:8][C:4]=2[N:5]=[CH:6][N:7]=1.[F:11][C:12]1[C:17](B(O)O)=[CH:16][CH:15]=[CH:14][N:13]=1.C(=O)([O-])[O-].[Na+].[Na+]. Product: [F:11][C:12]1[C:17]([C:2]2[C:3]3[CH:10]=[CH:9][NH:8][C:4]=3[N:5]=[CH:6][N:7]=2)=[CH:16][CH:15]=[CH:14][N:13]=1. The catalyst class is: 104.